Dataset: Catalyst prediction with 721,799 reactions and 888 catalyst types from USPTO. Task: Predict which catalyst facilitates the given reaction. (1) Reactant: Cl.[CH3:2][C:3]1[O:7][N:6]=[CH:5][C:4]=1[NH2:8].[F:9][C:10]1[CH:15]=[CH:14][C:13]([CH2:16][C:17](Cl)=[O:18])=[CH:12][CH:11]=1. Product: [F:9][C:10]1[CH:15]=[CH:14][C:13]([CH2:16][C:17]([NH:8][C:4]2[CH:5]=[N:6][O:7][C:3]=2[CH3:2])=[O:18])=[CH:12][CH:11]=1. The catalyst class is: 66. (2) Reactant: [CH3:1][C:2]([CH3:7])([CH3:6])[CH2:3][CH:4]=O.[NH2:8][CH2:9][C@@H:10]1[CH2:14][CH2:13][CH2:12][N:11]1[C:15]([O:17][C:18]([CH3:21])([CH3:20])[CH3:19])=[O:16].[S-:22][C:23]#[N:24].[K+].II.S(S([O-])=O)([O-])(=O)=O.[Na+].[Na+]. Product: [C:2]([C:3]1[S:22][C:23](=[NH:24])[N:8]([CH2:9][C@@H:10]2[CH2:14][CH2:13][CH2:12][N:11]2[C:15]([O:17][C:18]([CH3:21])([CH3:20])[CH3:19])=[O:16])[CH:4]=1)([CH3:7])([CH3:6])[CH3:1]. The catalyst class is: 10. (3) Reactant: [C:1]12([NH:11][C:12]([C:14]3[CH:15]=[N:16][N:17]([C:23]4[CH:32]=[CH:31][C:26]([C:27]([O:29]C)=[O:28])=[CH:25][CH:24]=4)[C:18]=3[S:19][CH2:20][CH2:21][CH3:22])=[O:13])[CH2:10][CH:5]3[CH2:6][CH:7]([CH2:9][CH:3]([CH2:4]3)[CH2:2]1)[CH2:8]2.[OH-].[Na+]. Product: [C:1]12([NH:11][C:12]([C:14]3[CH:15]=[N:16][N:17]([C:23]4[CH:32]=[CH:31][C:26]([C:27]([OH:29])=[O:28])=[CH:25][CH:24]=4)[C:18]=3[S:19][CH2:20][CH2:21][CH3:22])=[O:13])[CH2:8][CH:7]3[CH2:9][CH:3]([CH2:4][CH:5]([CH2:6]3)[CH2:10]1)[CH2:2]2. The catalyst class is: 5. (4) Reactant: [F:1][C:2]1[CH:26]=[CH:25][C:5]([O:6][C:7]2[CH:12]=[CH:11][C:10]([C:13]3[C:18]4=[N:19][S:20](=[O:24])(=[O:23])[CH2:21][CH2:22][N:17]4[CH:16]=[CH:15][CH:14]=3)=[CH:9][CH:8]=2)=[CH:4][C:3]=1[CH3:27]. Product: [F:1][C:2]1[CH:26]=[CH:25][C:5]([O:6][C:7]2[CH:8]=[CH:9][C:10]([CH:13]3[C:18]4=[N:19][S:20](=[O:24])(=[O:23])[CH2:21][CH2:22][N:17]4[CH2:16][CH2:15][CH2:14]3)=[CH:11][CH:12]=2)=[CH:4][C:3]=1[CH3:27]. The catalyst class is: 609. (5) Reactant: Cl[CH2:2][C:3]([N:5]1[C@@H:9]([C:10]#[CH:11])[CH2:8][CH2:7][C@H:6]1[C:12]#[N:13])=[O:4].[C:14]12([NH2:24])[CH2:23][CH:18]3[CH2:19][CH:20]([CH2:22][CH:16]([CH2:17]3)[CH2:15]1)[CH2:21]2. Product: [C:14]12([NH:24][CH2:2][C:3]([N:5]3[C@@H:9]([C:10]#[CH:11])[CH2:8][CH2:7][C@H:6]3[C:12]#[N:13])=[O:4])[CH2:21][CH:20]3[CH2:19][CH:18]([CH2:17][CH:16]([CH2:22]3)[CH2:15]1)[CH2:23]2. The catalyst class is: 10. (6) Reactant: Br[CH2:2][CH2:3][CH2:4][O:5][C:6]1[C:11]([Cl:12])=[CH:10][C:9]([CH2:13][OH:14])=[C:8]([O:15][CH3:16])[CH:7]=1.[OH:17][C:18]([C:35]1[S:36][CH:37]=[CH:38][CH:39]=1)([C:30]1[S:31][CH:32]=[CH:33][CH:34]=1)[C:19]([O:21][C@H:22]1[CH2:27][CH2:26][C@H:25]([NH:28][CH3:29])[CH2:24][CH2:23]1)=[O:20].C(N(CC)CC)C.C1COCC1. Product: [OH:17][C:18]([C:30]1[S:31][CH:32]=[CH:33][CH:34]=1)([C:35]1[S:36][CH:37]=[CH:38][CH:39]=1)[C:19]([O:21][C@H:22]1[CH2:23][CH2:24][C@H:25]([N:28]([CH2:2][CH2:3][CH2:4][O:5][C:6]2[CH:7]=[C:8]([O:15][CH3:16])[C:9]([CH2:13][OH:14])=[CH:10][C:11]=2[Cl:12])[CH3:29])[CH2:26][CH2:27]1)=[O:20]. The catalyst class is: 10. (7) Reactant: [CH2:1]([NH2:8])[C:2]1[CH:7]=[CH:6][CH:5]=[CH:4][CH:3]=1.[C:9]([O:13][C:14]([NH:16][C@@H:17]([CH2:24][C@H:25]([CH3:32])[CH2:26]OS(C)(=O)=O)[CH2:18]OS(C)(=O)=O)=[O:15])([CH3:12])([CH3:11])[CH3:10]. The catalyst class is: 57. Product: [C:9]([O:13][C:14](=[O:15])[NH:16][C@H:17]1[CH2:24][C@H:25]([CH3:32])[CH2:26][N:8]([CH2:1][C:2]2[CH:7]=[CH:6][CH:5]=[CH:4][CH:3]=2)[CH2:18]1)([CH3:10])([CH3:11])[CH3:12]. (8) Reactant: C([O-])(=O)COCC([O-])=O.CCN=C=NCCCN(C)C.Cl.[CH:22]1[C:27](=[O:28])[C:26]([OH:29])=[CH:25][N:24]([CH2:30][C@H:31]([NH2:35])[C:32]([OH:34])=[O:33])[CH:23]=1.CN(CCN(C)C)C.Cl. Product: [CH:22]1[C:27](=[O:28])[C:26]([OH:29])=[CH:25][N:24]([CH2:30][CH:31]([NH2:35])[C:32]([OH:34])=[O:33])[CH:23]=1. The catalyst class is: 6.